From a dataset of Full USPTO retrosynthesis dataset with 1.9M reactions from patents (1976-2016). Predict the reactants needed to synthesize the given product. (1) Given the product [CH3:41][C:42]([CH3:51])([CH3:50])/[CH:43]=[CH:44]/[C:2]1[C:7]([CH2:8][NH:9][C:10](=[O:26])[CH:11]([C:13]2[CH:18]=[CH:17][C:16]([CH2:19][NH:20][S:21]([CH3:24])(=[O:23])=[O:22])=[C:15]([F:25])[CH:14]=2)[CH3:12])=[CH:6][CH:5]=[C:4]([C:27]([F:30])([F:29])[F:28])[N:3]=1, predict the reactants needed to synthesize it. The reactants are: Cl[C:2]1[C:7]([CH2:8][NH:9][C:10](=[O:26])[CH:11]([C:13]2[CH:18]=[CH:17][C:16]([CH2:19][NH:20][S:21]([CH3:24])(=[O:23])=[O:22])=[C:15]([F:25])[CH:14]=2)[CH3:12])=[CH:6][CH:5]=[C:4]([C:27]([F:30])([F:29])[F:28])[N:3]=1.C1(C)C(CCO)=CC=CC=1.[CH3:41][C:42]([CH3:51])([CH3:50])/[CH:43]=[CH:44]/B(CO)CO.C(=O)([O-])[O-].[Na+].[Na+].O=O. (2) Given the product [CH3:1][C:2]1[C:6]([C:7]2[CH:8]=[C:9]([C:19]([OH:20])([C:21]3[CH:26]=[CH:25][CH:24]=[CH:23][N:22]=3)[CH:28]([CH3:30])[CH3:29])[C:10]3[NH:14][C:13](=[O:15])[NH:12][C:11]=3[CH:18]=2)=[C:5]([CH3:27])[O:4][N:3]=1, predict the reactants needed to synthesize it. The reactants are: [CH3:1][C:2]1[C:6]([C:7]2[CH:8]=[C:9]([C:19]([C:21]3[CH:26]=[CH:25][CH:24]=[CH:23][N:22]=3)=[O:20])[C:10]3[N:14]=[C:13]([O:15]CC)[NH:12][C:11]=3[CH:18]=2)=[C:5]([CH3:27])[O:4][N:3]=1.[CH:28]([Mg]Br)([CH3:30])[CH3:29]. (3) The reactants are: [C:1]([Si:3]([CH3:6])([CH3:5])[CH3:4])#[CH:2].I[C:8]1[CH:9]=[C:10]([CH:16]=[CH:17][CH:18]=1)[C:11]([O:13][CH2:14][CH3:15])=[O:12]. Given the product [CH3:4][Si:3]([C:1]#[C:2][C:8]1[CH:9]=[C:10]([CH:16]=[CH:17][CH:18]=1)[C:11]([O:13][CH2:14][CH3:15])=[O:12])([CH3:6])[CH3:5], predict the reactants needed to synthesize it. (4) Given the product [CH2:1]([C:4]1[CH2:9][CH2:8][CH2:7][C:6]([CH3:10])([CH3:11])[C:5]=1[CH2:12][C:13]([N:24]1[CH2:23][CH2:22][CH2:21][CH2:26]1)=[O:15])[CH:2]=[CH2:3], predict the reactants needed to synthesize it. The reactants are: [CH2:1]([C:4]1[CH2:9][CH2:8][CH2:7][C:6]([CH3:11])([CH3:10])[C:5]=1[CH2:12][C:13]([OH:15])=O)[CH:2]=[CH2:3].C(N=C=N[CH2:21][CH2:22][CH2:23][N:24]([CH3:26])C)C.ON1C2N=CC=CC=2N=N1.N1CCCC1.CCN(CC)CC. (5) Given the product [F:9][C:2]([F:1])([CH3:8])/[CH:3]=[CH:4]/[C:5]([NH:31][C@H:28]1[CH2:29][CH2:30][N:26]([C:22]2[CH:32]=[N:34][CH:25]=[C:20]([CH3:19])[CH:21]=2)[CH2:27]1)=[O:7], predict the reactants needed to synthesize it. The reactants are: [F:1][C:2]([F:9])([CH3:8])/[CH:3]=[CH:4]/[C:5]([OH:7])=O.C(Cl)(=O)C(Cl)=O.Cl.Cl.Cl.[CH3:19][C:20]1[CH:25]=CN=[C:22]([N:26]2[CH2:30][CH2:29][C@H:28]([NH2:31])[CH2:27]2)[CH:21]=1.[CH2:32]([N:34](C(C)C)C(C)C)C. (6) Given the product [Cl:9][C:10]1[CH:11]=[C:12]([C:29]2[S:33][C:32]([C:34]3([OH:38])[CH2:37][CH2:36][CH2:35]3)=[N:31][CH:30]=2)[CH:13]=[C:14]([N+:16]([O-:18])=[O:17])[CH:15]=1, predict the reactants needed to synthesize it. The reactants are: CC(O)(C(C)(O)C)C.[Cl:9][C:10]1[CH:11]=[C:12](B2OC(C)(C)C(C)(C)O2)[CH:13]=[C:14]([N+:16]([O-:18])=[O:17])[CH:15]=1.Br[C:29]1[S:33][C:32]([C:34]2([OH:38])[CH2:37][CH2:36][CH2:35]2)=[N:31][CH:30]=1.C(=O)([O-])[O-].[Na+].[Na+].CN(C=O)C. (7) Given the product [Br:20][C:21]1[N:26]=[CH:25][C:24]([CH2:30][NH:31][C:17]([C:12]2[C:11]3[CH:10]=[N:9][N:8]([C:5]4[CH:6]=[CH:7][C:2]([F:1])=[CH:3][CH:4]=4)[C:16]=3[CH:15]=[CH:14][CH:13]=2)=[O:18])=[CH:23][CH:22]=1, predict the reactants needed to synthesize it. The reactants are: [F:1][C:2]1[CH:7]=[CH:6][C:5]([N:8]2[C:16]3[CH:15]=[CH:14][CH:13]=[C:12]([C:17](Cl)=[O:18])[C:11]=3[CH:10]=[N:9]2)=[CH:4][CH:3]=1.[Br:20][C:21]1[N:26]=[CH:25][C:24](NC)=[CH:23][CH:22]=1.C[CH2:30][N:31](C(C)C)C(C)C. (8) The reactants are: [CH3:1][O:2][C:3]1[CH:4]=[N:5][C:6]2[CH:7]=[CH:8][CH:9]=[C:10]([CH:13]=[O:14])[C:11]=2[N:12]=1.[I-].[CH3:16][S+](C)C.[OH-].[K+]. Given the product [CH3:1][O:2][C:3]1[CH:4]=[N:5][C:6]2[C:11](=[C:10]([CH:13]3[CH2:16][O:14]3)[CH:9]=[CH:8][CH:7]=2)[N:12]=1, predict the reactants needed to synthesize it. (9) Given the product [O:44]=[C:52]1[NH:31][C:32]2[CH:33]=[CH:34][C:26]([CH2:25][C@@H:21]([NH:20][C:18]([N:15]3[CH2:16][CH2:17][CH:12]([N:11]4[CH2:10][C:9]5[C:4](=[CH:5][CH:6]=[CH:7][CH:8]=5)[NH:3][C:2]4=[O:1])[CH2:13][CH2:14]3)=[O:19])[C:22]([OH:24])=[O:23])=[CH:27][C:28]=2[O:48]1, predict the reactants needed to synthesize it. The reactants are: [O:1]=[C:2]1[N:11]([CH:12]2[CH2:17][CH2:16][N:15]([C:18]([NH:20][C@H:21]([CH2:25][C:26]3[CH:27]=[C:28]4[C:32](=[CH:33][CH:34]=3)[N:31](S(CC[Si](C)(C)C)(=O)=O)N=C4)[C:22]([OH:24])=[O:23])=[O:19])[CH2:14][CH2:13]2)[CH2:10][C:9]2[C:4](=[CH:5][CH:6]=[CH:7][CH:8]=2)[NH:3]1.[OH-:44].[Li+].CO.[O:48]1[CH2:52]CCC1.O. (10) Given the product [C:22]([O:9][CH2:8][C:6]1[CH:5]=[C:4]([OH:10])[C:3]([C:11]([C:13]2[CH:18]=[CH:17][C:16]([O:19][CH2:20][CH3:21])=[CH:15][CH:14]=2)=[O:12])=[C:2]([F:1])[CH:7]=1)(=[O:24])[CH3:23], predict the reactants needed to synthesize it. The reactants are: [F:1][C:2]1[CH:7]=[C:6]([CH2:8][OH:9])[CH:5]=[C:4]([OH:10])[C:3]=1[C:11]([C:13]1[CH:18]=[CH:17][C:16]([O:19][CH2:20][CH3:21])=[CH:15][CH:14]=1)=[O:12].[C:22](OC=C)(=[O:24])[CH3:23].CCCC[Sn](Cl)(O[Sn](Cl)(CCCC)CCCC)CCCC.C(OCC1C=C(O)C(C(C2C=CC(OC)=CC=2)=O)=C(Cl)C=1)(=O)C.